Dataset: Forward reaction prediction with 1.9M reactions from USPTO patents (1976-2016). Task: Predict the product of the given reaction. (1) Given the reactants Br[C:2]1[C:7]([O:8][CH2:9][O:10][CH3:11])=[CH:6][C:5]([O:12][CH2:13][O:14][CH3:15])=[CH:4][C:3]=1[CH2:16][O:17][CH2:18][C:19]1[CH:24]=[CH:23][CH:22]=[CH:21][CH:20]=1.CN(C)[CH:27]=[O:28].O.CO, predict the reaction product. The product is: [CH2:18]([O:17][CH2:16][C:3]1[CH:4]=[C:5]([O:12][CH2:13][O:14][CH3:15])[CH:6]=[C:7]([O:8][CH2:9][O:10][CH3:11])[C:2]=1[CH:27]=[O:28])[C:19]1[CH:24]=[CH:23][CH:22]=[CH:21][CH:20]=1. (2) Given the reactants [CH2:1]([O:3][C:4]([C:6]1[N:7]=[N:8][N:9](CC2C=CC(OC)=CC=2)[C:10]=1[C:11]([F:14])([F:13])[F:12])=[O:5])[CH3:2].C(OC(C1N(CC2C=CC(OC)=CC=2)N=NC=1C(F)(F)F)=O)C, predict the reaction product. The product is: [CH2:1]([O:3][C:4]([C:6]1[C:10]([C:11]([F:13])([F:14])[F:12])=[N:9][NH:8][N:7]=1)=[O:5])[CH3:2]. (3) Given the reactants [Br:1][C:2]1[CH:7]=[C:6]([F:8])[C:5]([N+:9]([O-:11])=[O:10])=[CH:4][C:3]=1[CH2:12][C:13]([OH:15])=O.[CH3:16]N1C=CN=C1.O, predict the reaction product. The product is: [Br:1][C:2]1[CH:7]=[C:6]([F:8])[C:5]([N+:9]([O-:11])=[O:10])=[CH:4][C:3]=1[CH2:12][C:13](=[O:15])[CH3:16].